From a dataset of Full USPTO retrosynthesis dataset with 1.9M reactions from patents (1976-2016). Predict the reactants needed to synthesize the given product. (1) Given the product [CH3:1][O:2][C:3](=[O:27])[CH2:4][C:5]1[CH:6]=[C:7]([C:13]2[CH:18]=[CH:17][C:16]([C:19]([F:20])([F:22])[F:21])=[CH:15][C:14]=2[CH2:23][NH2:24])[C:8]([O:11][CH3:12])=[CH:9][CH:10]=1, predict the reactants needed to synthesize it. The reactants are: [CH3:1][O:2][C:3](=[O:27])[CH2:4][C:5]1[CH:6]=[C:7]([C:13]2[CH:18]=[CH:17][C:16]([C:19]([F:22])([F:21])[F:20])=[CH:15][C:14]=2[CH2:23][N:24]=[N+]=[N-])[C:8]([O:11][CH3:12])=[CH:9][CH:10]=1. (2) Given the product [CH3:1][O:2][C:3]1[CH:4]=[CH:5][C:6]2[N:10]=[C:9]([S:11]([CH2:13][C:14]3[C:19]([CH3:20])=[C:18]([O:21][CH3:22])[C:17]([CH3:23])=[CH:16][N:15]=3)=[O:12])[NH:8][C:7]=2[CH:24]=1, predict the reactants needed to synthesize it. The reactants are: [CH3:1][O:2][C:3]1[CH:4]=[CH:5][C:6]2[N:10]=[C:9]([S@:11]([CH2:13][C:14]3[C:19]([CH3:20])=[C:18]([O:21][CH3:22])[C:17]([CH3:23])=[CH:16][N:15]=3)=[O:12])[NH:8][C:7]=2[CH:24]=1.